Dataset: Full USPTO retrosynthesis dataset with 1.9M reactions from patents (1976-2016). Task: Predict the reactants needed to synthesize the given product. (1) Given the product [O:11]([C:18]1[CH:19]=[CH:20][C:21]([NH:22][CH:7]=[C:6]2[CH2:5][CH2:4][O:3][C:2]2=[O:1])=[CH:23][CH:24]=1)[C:12]1[CH:17]=[CH:16][CH:15]=[CH:14][CH:13]=1, predict the reactants needed to synthesize it. The reactants are: [O:1]=[C:2]1[C:6](=[CH:7][O-])[CH2:5][CH2:4][O:3]1.[Na+].Cl.[O:11]([C:18]1[CH:24]=[CH:23][C:21]([NH2:22])=[CH:20][CH:19]=1)[C:12]1[CH:17]=[CH:16][CH:15]=[CH:14][CH:13]=1.O. (2) Given the product [CH2:7]([O:6][C:4](=[O:5])[CH2:3][C:2]1([CH2:9][CH2:10][CH3:11])[O:15][CH2:14][CH2:13][CH2:12][O:1]1)[CH3:8], predict the reactants needed to synthesize it. The reactants are: [O:1]=[C:2]([CH2:9][CH2:10][CH3:11])[CH2:3][C:4]([O:6][CH2:7][CH3:8])=[O:5].[CH2:12](O)[CH2:13][CH2:14][OH:15].C(OC)(OC)OC.C(N(CC)CC)C. (3) Given the product [Cl:18][C:19]1[C:24]([C:3]2[CH:4]=[C:5]3[C:9](=[CH:10][CH:2]=2)[NH:8][N:7]=[CH:6]3)=[CH:23][CH:22]=[CH:21][N:20]=1, predict the reactants needed to synthesize it. The reactants are: Br[C:2]1[CH:10]=[C:9]2[C:5]([C:6](C(OC(C)(C)C)=O)=[N:7][NH:8]2)=[CH:4][CH:3]=1.[Cl:18][C:19]1[C:24](B2OC(C)(C)C(C)(C)O2)=[CH:23][CH:22]=[CH:21][N:20]=1.C([O-])([O-])=O.[Na+].[Na+]. (4) Given the product [Cl:1][C:2]1[CH:3]=[C:4]2[CH:10]=[C:9]([CH2:11][N:22]3[C:26]4=[CH:27][N:28]=[CH:29][CH:30]=[C:25]4[C:24]4([CH2:31][CH2:32]4)[C:23]3=[O:33])[N:8]([CH2:13][CH2:14][CH2:15][S:16]([CH:19]3[CH2:21][CH2:20]3)(=[O:18])=[O:17])[C:5]2=[CH:6][N:7]=1, predict the reactants needed to synthesize it. The reactants are: [Cl:1][C:2]1[CH:3]=[C:4]2[CH:10]=[C:9]([CH2:11]Cl)[N:8]([CH2:13][CH2:14][CH2:15][S:16]([CH:19]3[CH2:21][CH2:20]3)(=[O:18])=[O:17])[C:5]2=[CH:6][N:7]=1.[NH:22]1[C:26]2=[CH:27][N:28]=[CH:29][CH:30]=[C:25]2[C:24]2([CH2:32][CH2:31]2)[C:23]1=[O:33].[H-].[Na+]. (5) Given the product [Cl:21][CH2:20][CH2:19][CH2:18][CH2:17][O:14][C:12]1[CH:11]=[C:10]([CH3:15])[N:9]=[C:8]([C:5]2[CH:4]=[CH:3][C:2]([F:1])=[CH:7][CH:6]=2)[CH:13]=1, predict the reactants needed to synthesize it. The reactants are: [F:1][C:2]1[CH:7]=[CH:6][C:5]([C:8]2[CH:13]=[C:12]([OH:14])[CH:11]=[C:10]([CH3:15])[N:9]=2)=[CH:4][CH:3]=1.Br[CH2:17][CH2:18][CH2:19][CH2:20][Cl:21]. (6) Given the product [C:2]([C:7]1[O:11][C:10]([CH2:12][N:13]2[CH:17]=[C:16]([NH:18][C:29](=[O:30])/[CH:28]=[CH:27]/[C:21]3[CH:22]=[CH:23][CH:24]=[C:25]([Cl:26])[C:20]=3[Cl:19])[CH:15]=[N:14]2)=[CH:9][CH:8]=1)(=[O:6])[CH3:1], predict the reactants needed to synthesize it. The reactants are: [CH3:1][C:2]1([C:7]2[O:11][C:10]([CH2:12][N:13]3[CH:17]=[C:16]([NH2:18])[CH:15]=[N:14]3)=[CH:9][CH:8]=2)[O:6]CCO1.[Cl:19][C:20]1[C:25]([Cl:26])=[CH:24][CH:23]=[CH:22][C:21]=1/[CH:27]=[CH:28]/[C:29](O)=[O:30].